From a dataset of Full USPTO retrosynthesis dataset with 1.9M reactions from patents (1976-2016). Predict the reactants needed to synthesize the given product. (1) Given the product [F:22][C:2]([F:1])([F:21])[C:3]([C:5]1[CH:10]=[C:9]([C:11](=[O:12])[C:13]2[CH:18]=[CH:17][C:16]([F:19])=[CH:15][CH:14]=2)[CH:8]=[CH:7][C:6]=1[F:20])=[O:4], predict the reactants needed to synthesize it. The reactants are: [F:1][C:2]([F:22])([F:21])[C:3]([C:5]1[CH:10]=[C:9]([CH:11]([C:13]2[CH:18]=[CH:17][C:16]([F:19])=[CH:15][CH:14]=2)[OH:12])[CH:8]=[CH:7][C:6]=1[F:20])=[O:4].CC1(C)N([O])C(C)(C)CCC1.[K+].[Br-].C([O-])(O)=O.[Na+].[O-]Cl.[Na+]. (2) Given the product [CH3:1][O:2][C:3]([C@@:5]1([CH2:19][CH:20]([CH3:22])[CH3:21])[CH2:9][C:8](=[O:10])[N:7]([C:11]2[C:16]([CH3:17])=[CH:15][CH:14]=[CH:13][C:12]=2[CH3:18])[CH2:6]1)=[O:4], predict the reactants needed to synthesize it. The reactants are: [CH3:1][O:2][C:3]([C@@:5]1([CH2:19][C:20]([CH3:22])=[CH2:21])[CH2:9][C:8](=[O:10])[N:7]([C:11]2[C:16]([CH3:17])=[CH:15][CH:14]=[CH:13][C:12]=2[CH3:18])[CH2:6]1)=[O:4]. (3) The reactants are: S(Cl)([Cl:3])=O.[Cl:5][C:6]1[CH:7]=[C:8]([C:12]2[C:21]3[C:16](=[CH:17][CH:18]=[C:19]([CH:22](O)[C:23]4[S:24][CH:25]=[C:26]([C:28]5[CH:33]=[CH:32][CH:31]=[CH:30][CH:29]=5)[N:27]=4)[CH:20]=3)[NH:15][C:14](=[O:35])[C:13]=2[C:36]([O:38][CH2:39][CH3:40])=[O:37])[CH:9]=[CH:10][CH:11]=1. Given the product [Cl:5][C:6]1[CH:7]=[C:8]([C:12]2[C:21]3[C:16](=[CH:17][CH:18]=[C:19]([CH:22]([Cl:3])[C:23]4[S:24][CH:25]=[C:26]([C:28]5[CH:29]=[CH:30][CH:31]=[CH:32][CH:33]=5)[N:27]=4)[CH:20]=3)[NH:15][C:14](=[O:35])[C:13]=2[C:36]([O:38][CH2:39][CH3:40])=[O:37])[CH:9]=[CH:10][CH:11]=1, predict the reactants needed to synthesize it. (4) Given the product [Cl:1][C:2]1[C:3]([O:13][C@H:11]([CH3:12])[C:10]([F:15])([F:14])[F:9])=[N:4][CH:5]=[CH:6][CH:7]=1, predict the reactants needed to synthesize it. The reactants are: [Cl:1][C:2]1[C:3](F)=[N:4][CH:5]=[CH:6][CH:7]=1.[F:9][C:10]([F:15])([F:14])[C@H:11]([OH:13])[CH3:12].C([O-])([O-])=O.[Cs+].[Cs+]. (5) Given the product [Br:1][C:2]1[C:3]([O:23][CH3:24])=[C:4]([C:9]([CH2:12][S:13]([C:16]2[CH:21]=[CH:20][C:19]([F:44])=[CH:18][CH:17]=2)(=[O:15])=[O:14])=[CH:10][CH:11]=1)[C:5]([O:7][CH3:8])=[O:6], predict the reactants needed to synthesize it. The reactants are: [Br:1][C:2]1[C:3]([O:23][CH3:24])=[C:4]([C:9]([CH2:12][S:13]([C:16]2[CH:21]=[CH:20][CH:19]=[C:18](Cl)[CH:17]=2)(=[O:15])=[O:14])=[CH:10][CH:11]=1)[C:5]([O:7][CH3:8])=[O:6].BrC1(OC)C=CC(CSC2C=CC([F:44])=CC=2)=C(C(OC)=O)C1. (6) The reactants are: [F:1][C:2]1[CH:7]=[C:6]([I:8])[CH:5]=[CH:4][C:3]=1[NH:9][C:10]1[C:18]([C:19]([OH:21])=O)=[CH:17][CH:16]=[C:15]2[C:11]=1[CH:12]=[N:13][NH:14]2.[CH:22]1([CH2:25][O:26][NH2:27])[CH2:24][CH2:23]1.CCN=C=NCCCN(C)C.C1C=CC2N(O)N=NC=2C=1.CCN(C(C)C)C(C)C. Given the product [CH:22]1([CH2:25][O:26][NH:27][C:19]([C:18]2[C:10]([NH:9][C:3]3[CH:4]=[CH:5][C:6]([I:8])=[CH:7][C:2]=3[F:1])=[C:11]3[C:15](=[CH:16][CH:17]=2)[NH:14][N:13]=[CH:12]3)=[O:21])[CH2:24][CH2:23]1, predict the reactants needed to synthesize it.